Dataset: Catalyst prediction with 721,799 reactions and 888 catalyst types from USPTO. Task: Predict which catalyst facilitates the given reaction. (1) Product: [CH2:1]([O:3][C:4](=[O:20])[CH:5]([C:28]1[CH:35]=[CH:34][C:31]([C:32]#[N:33])=[CH:30][C:29]=1[N+:36]([O-:38])=[O:37])[C:6](=[O:19])[C:7]([C:10]1[CH:15]=[CH:14][C:13]([O:16][CH3:17])=[C:12]([Br:18])[CH:11]=1)([CH3:9])[CH3:8])[CH3:2]. Reactant: [CH2:1]([O:3][C:4](=[O:20])[CH2:5][C:6](=[O:19])[C:7]([C:10]1[CH:15]=[CH:14][C:13]([O:16][CH3:17])=[C:12]([Br:18])[CH:11]=1)([CH3:9])[CH3:8])[CH3:2].C(=O)([O-])[O-].[Cs+].[Cs+].Cl[C:28]1[CH:35]=[CH:34][C:31]([C:32]#[N:33])=[CH:30][C:29]=1[N+:36]([O-:38])=[O:37].Cl. The catalyst class is: 3. (2) Reactant: [C:1]([O:5][C:6]([NH:8][CH:9]([C@H:13]([CH3:21])[CH2:14][CH2:15][CH2:16][CH:17]([CH3:20])[CH:18]=[CH2:19])[C:10]([OH:12])=O)=[O:7])([CH3:4])([CH3:3])[CH3:2].[CH3:22][O:23][C:24]([C@H:26]1[NH:30][CH2:29][C@H:28]([OH:31])[CH2:27]1)=[O:25].Cl.F[P-](F)(F)(F)(F)F.N1(OC(N(C)C)=[N+](C)C)C2N=CC=CC=2N=N1.C(N(CC)C(C)C)(C)C. Product: [C:1]([O:5][C:6]([NH:8][C@@H:9]([C@H:13]([CH3:21])[CH2:14][CH2:15][CH2:16][CH:17]([CH3:20])[CH:18]=[CH2:19])[C:10]([N:30]1[CH2:29][C@H:28]([OH:31])[CH2:27][C@H:26]1[C:24]([O:23][CH3:22])=[O:25])=[O:12])=[O:7])([CH3:2])([CH3:3])[CH3:4]. The catalyst class is: 2. (3) Reactant: [H-].[Al+3].[Li+].[H-].[H-].[H-].[CH3:7][O:8][CH2:9][CH2:10][N:11]1[CH:20]([C:21]2[S:22][CH:23]=[CH:24][CH:25]=2)[CH:19]([C:26](OC)=[O:27])[C:18]2[C:13](=[CH:14][CH:15]=[CH:16][CH:17]=2)[C:12]1=[O:30].O. Product: [OH:27][CH2:26][CH:19]1[C:18]2[C:13](=[CH:14][CH:15]=[CH:16][CH:17]=2)[C:12](=[O:30])[N:11]([CH2:10][CH2:9][O:8][CH3:7])[CH:20]1[C:21]1[S:22][CH:23]=[CH:24][CH:25]=1. The catalyst class is: 266.